Dataset: CYP2C19 inhibition data for predicting drug metabolism from PubChem BioAssay. Task: Regression/Classification. Given a drug SMILES string, predict its absorption, distribution, metabolism, or excretion properties. Task type varies by dataset: regression for continuous measurements (e.g., permeability, clearance, half-life) or binary classification for categorical outcomes (e.g., BBB penetration, CYP inhibition). Dataset: cyp2c19_veith. (1) The molecule is CC(=O)N1CCC(=O)N(C(C)C)c2ccccc21. The result is 0 (non-inhibitor). (2) The drug is CC(C)CN1CC2(CCN(C(=O)c3ccncc3)CC2)C1. The result is 0 (non-inhibitor). (3) The result is 0 (non-inhibitor). The drug is O=C(CNC(=O)Cc1ccccc1)NCC(=O)OCc1ccccc1. (4) The result is 1 (inhibitor). The compound is Cc1cc(Oc2ccc(-c3ccccc3)cc2)nc(N2CCOCC2)n1. (5) The drug is CCC/C=C(\CCC)C(NS(=O)(=O)c1ccc(Cl)cc1)c1ccccc1. The result is 1 (inhibitor). (6) The compound is CCCn1c(Sc2nc3c(c(=O)[nH]c(=O)n3C)n2CCC)nc2c1c(=O)[nH]c(=O)n2C. The result is 0 (non-inhibitor). (7) The drug is O=C(Cc1cccs1)N/N=C/C(Br)=C/c1ccccc1. The result is 1 (inhibitor). (8) The compound is Cc1noc(C)c1-c1cc(N2CCN(C)CC2)ncn1. The result is 0 (non-inhibitor).